From a dataset of Forward reaction prediction with 1.9M reactions from USPTO patents (1976-2016). Predict the product of the given reaction. (1) Given the reactants [Br:1][C:2]1[CH:7]=[CH:6][C:5]([F:8])=[C:4]([CH3:9])[C:3]=1[F:10].[Br:11]N1C(=O)CCC1=O, predict the reaction product. The product is: [Br:1][C:2]1[CH:7]=[CH:6][C:5]([F:8])=[C:4]([CH2:9][Br:11])[C:3]=1[F:10]. (2) Given the reactants [C:1]([C:9]1[CH:14]=[CH:13][N:12]=[CH:11][CH:10]=1)(=[O:8])[C:2]1[CH:7]=[CH:6][CH:5]=[CH:4][CH:3]=1.[H][H], predict the reaction product. The product is: [C:2]1([CH:1]([CH:9]2[CH2:14][CH2:13][NH:12][CH2:11][CH2:10]2)[OH:8])[CH:3]=[CH:4][CH:5]=[CH:6][CH:7]=1. (3) The product is: [Br:1][C:2]1[C:3]([C:8]([O:10][CH2:11][CH3:12])=[O:9])=[N:4][N:5]([CH2:20][C:21]2[CH:22]=[CH:23][C:24]([C:25]([O:27][C:28]([CH3:31])([CH3:30])[CH3:29])=[O:26])=[CH:32][CH:33]=2)[C:6]=1[CH3:7]. Given the reactants [Br:1][C:2]1[C:3]([C:8]([O:10][CH2:11][CH3:12])=[O:9])=[N:4][NH:5][C:6]=1[CH3:7].CC(C)([O-])C.[K+].Br[CH2:20][C:21]1[CH:33]=[CH:32][C:24]([C:25]([O:27][C:28]([CH3:31])([CH3:30])[CH3:29])=[O:26])=[CH:23][CH:22]=1.[Cl-].[NH4+], predict the reaction product. (4) Given the reactants [CH2:1]([C@H:3]([NH:10][C:11]([C:13]1[C:22]2[C:17](=[CH:18][CH:19]=[CH:20][CH:21]=2)[N:16]=[C:15]([C:23]2[CH:28]=[CH:27][CH:26]=[CH:25][CH:24]=2)[C:14]=1[O:29][CH2:30][CH2:31][NH:32][C:33](=[O:36])[CH2:34][NH2:35])=[O:12])[C:4]1[CH:9]=[CH:8][CH:7]=[CH:6][CH:5]=1)[CH3:2].[CH3:37][C:38]([CH3:40])=O.O(C(C)C)C(C)C, predict the reaction product. The product is: [CH2:1]([C@H:3]([NH:10][C:11]([C:13]1[C:22]2[C:17](=[CH:18][CH:19]=[CH:20][CH:21]=2)[N:16]=[C:15]([C:23]2[CH:24]=[CH:25][CH:26]=[CH:27][CH:28]=2)[C:14]=1[O:29][CH2:30][CH2:31][N:32]1[C:33](=[O:36])[CH2:34][NH:35][C:38]1([CH3:40])[CH3:37])=[O:12])[C:4]1[CH:9]=[CH:8][CH:7]=[CH:6][CH:5]=1)[CH3:2]. (5) Given the reactants [N+:1]([C:4]1[CH:11]=[C:10]([N+]([O-])=O)[CH:9]=[CH:8][C:5]=1[CH:6]=O)([O-])=O.C1(P(=[CH:34][C:35](OCC)=[O:36])(C2C=CC=CC=2)C2C=CC=CC=2)C=CC=CC=1.C(O)(=O)C.C(O)C, predict the reaction product. The product is: [NH:1]1[C:4]2[C:5](=[CH:8][CH:9]=[CH:10][CH:11]=2)[CH:6]=[CH:34][C:35]1=[O:36].